From a dataset of Forward reaction prediction with 1.9M reactions from USPTO patents (1976-2016). Predict the product of the given reaction. (1) Given the reactants [NH2:1][C:2]1[CH:7]=[C:6]([CH3:8])[C:5]([NH:9][C:10](=[O:12])[CH3:11])=[C:4]([CH3:13])[CH:3]=1.[F:14][C:15]([F:25])([F:24])[C:16]1[CH:23]=[CH:22][C:19]([CH:20]=O)=[CH:18][CH:17]=1.O, predict the reaction product. The product is: [CH3:8][C:6]1[CH:7]=[C:2]([NH:1][CH2:20][C:19]2[CH:18]=[CH:17][C:16]([C:15]([F:14])([F:24])[F:25])=[CH:23][CH:22]=2)[CH:3]=[C:4]([CH3:13])[C:5]=1[NH:9][C:10](=[O:12])[CH3:11]. (2) Given the reactants [Cl:1][C:2]1[CH:3]=[C:4]([N:8]2[CH:13]=[CH:12][C:11](=[O:14])[C:10]([C:15](=O)/[CH:16]=[CH:17]/[N:18](C)C)=[N:9]2)[CH:5]=[CH:6][CH:7]=1.[C:22]1([NH:32]N)[C:31]2[C:26](=[CH:27][CH:28]=[CH:29][CH:30]=2)[CH:25]=[CH:24][CH:23]=1, predict the reaction product. The product is: [Cl:1][C:2]1[CH:3]=[C:4]([N:8]2[CH:13]=[CH:12][C:11](=[O:14])[C:10]([C:15]3[N:32]([C:22]4[C:31]5[C:26](=[CH:27][CH:28]=[CH:29][CH:30]=5)[CH:25]=[CH:24][CH:23]=4)[N:18]=[CH:17][CH:16]=3)=[N:9]2)[CH:5]=[CH:6][CH:7]=1.